This data is from Reaction yield outcomes from USPTO patents with 853,638 reactions. The task is: Predict the reaction yield, written as a fraction of the theoretical maximum amount of product (1.0 means a 100% yield; for example, 0.34 means a 34% yield). The reactants are CC1C=CC(S(O)(=O)=O)=CC=1.O.O1[C:17]2([CH2:22][CH2:21][CH:20]([CH2:23][C:24]([O:26][CH2:27][C:28]3[CH:33]=[CH:32][CH:31]=[CH:30][CH:29]=3)=[O:25])[CH2:19][CH2:18]2)[O:16]CC1.CC(C)=O.C(=O)(O)[O-].[Na+]. The catalyst is O. The product is [O:16]=[C:17]1[CH2:22][CH2:21][CH:20]([CH2:23][C:24]([O:26][CH2:27][C:28]2[CH:29]=[CH:30][CH:31]=[CH:32][CH:33]=2)=[O:25])[CH2:19][CH2:18]1. The yield is 0.860.